Dataset: Forward reaction prediction with 1.9M reactions from USPTO patents (1976-2016). Task: Predict the product of the given reaction. (1) Given the reactants [CH3:1][O:2][C:3](=[O:29])/[CH:4]=[CH:5]/[C:6]1[CH:7]=[CH:8][C:9]2[O:26][C:13]3([CH2:18][CH2:17][N:16]([C:19]([O:21][C:22]([CH3:25])([CH3:24])[CH3:23])=[O:20])[CH2:15][CH2:14]3)[NH:12][C:11](=[O:27])[C:10]=2[CH:28]=1.[H-].[Na+].[CH2:32](Br)[C:33]1[CH:38]=[CH:37][CH:36]=[CH:35][CH:34]=1.[NH4+].[Cl-], predict the reaction product. The product is: [CH3:1][O:2][C:3](=[O:29])/[CH:4]=[CH:5]/[C:6]1[CH:7]=[CH:8][C:9]2[O:26][C:13]3([CH2:18][CH2:17][N:16]([C:19]([O:21][C:22]([CH3:24])([CH3:25])[CH3:23])=[O:20])[CH2:15][CH2:14]3)[N:12]([CH2:32][C:33]3[CH:38]=[CH:37][CH:36]=[CH:35][CH:34]=3)[C:11](=[O:27])[C:10]=2[CH:28]=1. (2) Given the reactants [CH3:1][C:2]1[C:10]2[C:5](=[CH:6][CH:7]=[C:8](/[CH:11]=[C:12](/[C:15](=O)[CH3:16])\[C:13]#[N:14])[CH:9]=2)[NH:4][N:3]=1.O[C:19]1[CH2:23][N:22](C(OC(C)(C)C)=O)[C:21](=[O:31])[CH:20]=1.C([O-])(=O)C.[NH4+:36], predict the reaction product. The product is: [CH3:16][C:15]1[NH:36][C:19]2[CH2:23][NH:22][C:21](=[O:31])[C:20]=2[CH:11]([C:8]2[CH:9]=[C:10]3[C:5](=[CH:6][CH:7]=2)[NH:4][N:3]=[C:2]3[CH3:1])[C:12]=1[C:13]#[N:14].